This data is from Forward reaction prediction with 1.9M reactions from USPTO patents (1976-2016). The task is: Predict the product of the given reaction. (1) Given the reactants [C:1]1([NH:7][C:8]2[C:16]3[CH:15]=[CH:14][C:13](=[O:17])[N:12]([C:18]4[CH:23]=[CH:22][CH:21]=[CH:20][CH:19]=4)[C:11]=3[S:10][C:9]=2C(OCC)=O)[CH:6]=[CH:5][CH:4]=[CH:3][CH:2]=1.O.[NH2:30][NH2:31].[C:32]([O-:35])(O)=O.[Na+], predict the reaction product. The product is: [NH:7]([C:8]1[C:16]2[CH:15]=[CH:14][C:13](=[O:17])[N:12]([C:18]3[CH:23]=[CH:22][CH:21]=[CH:20][CH:19]=3)[C:11]=2[S:10][C:9]=1[C:32]([NH:30][NH2:31])=[O:35])[C:1]1[CH:6]=[CH:5][CH:4]=[CH:3][CH:2]=1. (2) Given the reactants [Br:1][C:2]1[C:3](Cl)=[C:4]([N+:9]([O-:11])=[O:10])[C:5]([NH2:8])=[N:6][CH:7]=1.[C:13]([N:20]1[CH2:25][CH2:24][NH:23][CH2:22][CH2:21]1)([O:15][C:16]([CH3:19])([CH3:18])[CH3:17])=[O:14].C(N(C(C)C)CC)(C)C, predict the reaction product. The product is: [NH2:8][C:5]1[C:4]([N+:9]([O-:11])=[O:10])=[C:3]([N:23]2[CH2:22][CH2:21][N:20]([C:13]([O:15][C:16]([CH3:19])([CH3:18])[CH3:17])=[O:14])[CH2:25][CH2:24]2)[C:2]([Br:1])=[CH:7][N:6]=1. (3) Given the reactants [O:1]=[C:2]1[CH2:7][CH2:6][CH2:5][CH2:4][CH:3]1[C:8]([O:10][CH2:11][CH3:12])=[O:9].[CH2:13](O)[CH2:14][OH:15].C1(C)C=CC(S(O)(=O)=O)=CC=1, predict the reaction product. The product is: [O:15]1[C:2]2([CH2:7][CH2:6][CH2:5][CH2:4][CH:3]2[C:8]([O:10][CH2:11][CH3:12])=[O:9])[O:1][CH2:13][CH2:14]1. (4) Given the reactants Br[C:2]1[S:6][C:5]([N:7]2[CH2:11][C@:10]3([CH:16]4[CH2:17][CH2:18][N:13]([CH2:14][CH2:15]4)[CH2:12]3)[O:9][C:8]2=[O:19])=[CH:4][CH:3]=1.C([Sn](CCCC)(CCCC)[C:25]1[CH:30]=[CH:29][CH:28]=[CH:27][N:26]=1)CCC, predict the reaction product. The product is: [N:26]1[CH:27]=[CH:28][CH:29]=[CH:30][C:25]=1[C:2]1[S:6][C:5]([N:7]2[CH2:11][C@:10]3([CH:16]4[CH2:17][CH2:18][N:13]([CH2:14][CH2:15]4)[CH2:12]3)[O:9][C:8]2=[O:19])=[CH:4][CH:3]=1. (5) Given the reactants [CH:1]1([CH2:4][C:5](N(OC)C)=[O:6])[CH2:3][CH2:2]1.[CH2:11]([Mg]Br)[CH:12]=[CH2:13], predict the reaction product. The product is: [CH:1]1([CH2:4][C:5](=[O:6])[CH2:13][CH:12]=[CH2:11])[CH2:3][CH2:2]1. (6) Given the reactants [S:1]([CH2:5][CH2:6][CH2:7][C:8]([OH:10])=[O:9])(=[O:4])(=[O:3])[NH2:2].[C:11](Cl)(=O)CCCCCCCCCCCCCCC, predict the reaction product. The product is: [CH3:11][O:9][C:8](=[O:10])[CH2:7][CH2:6][CH2:5][S:1](=[O:4])(=[O:3])[NH2:2]. (7) Given the reactants Br[C:2]1[N:3]([CH3:15])[C:4](=[O:14])[C:5]2[C:10]([CH:11]=1)=[CH:9][C:8]([O:12][CH3:13])=[CH:7][CH:6]=2.[CH3:16][C:17]1([CH3:33])[C:21]([CH3:23])([CH3:22])[O:20][B:19]([B:19]2[O:20][C:21]([CH3:23])([CH3:22])[C:17]([CH3:33])([CH3:16])[O:18]2)[O:18]1, predict the reaction product. The product is: [CH3:13][O:12][C:8]1[CH:9]=[C:10]2[C:5](=[CH:6][CH:7]=1)[C:4](=[O:14])[N:3]([CH3:15])[CH:2]=[C:11]2[B:19]1[O:20][C:21]([CH3:23])([CH3:22])[C:17]([CH3:33])([CH3:16])[O:18]1. (8) Given the reactants [NH2:1][C:2]1[N:7]=[C:6](OS(C2C(C)=CC(C)=CC=2C)(=O)=O)[C:5]([CH2:21][C:22]2[CH:38]=[CH:37][C:25]([CH2:26][N:27]([CH2:35][CH3:36])[CH2:28][CH2:29][C:30]([O:32][CH2:33][CH3:34])=[O:31])=[CH:24][C:23]=2[O:39][CH3:40])=[C:4]([CH3:41])[N:3]=1.[NH2:42][C@@H:43]([CH2:47][CH2:48][CH3:49])[CH2:44][CH2:45][OH:46], predict the reaction product. The product is: [NH2:1][C:2]1[N:7]=[C:6]([NH:42][C@@H:43]([CH2:47][CH2:48][CH3:49])[CH2:44][CH2:45][OH:46])[C:5]([CH2:21][C:22]2[CH:38]=[CH:37][C:25]([CH2:26][N:27]([CH2:35][CH3:36])[CH2:28][CH2:29][C:30]([O:32][CH2:33][CH3:34])=[O:31])=[CH:24][C:23]=2[O:39][CH3:40])=[C:4]([CH3:41])[N:3]=1. (9) Given the reactants [CH3:1][CH:2]([CH3:14])[CH2:3][CH:4]([CH:6]1[C:10]([N+:11]([O-:13])=[O:12])=[CH:9][CH2:8][S:7]1)[CH3:5].S(Cl)(Cl)(=O)=O.C(=O)(O)[O-].[Na+], predict the reaction product. The product is: [CH3:1][CH:2]([CH3:14])[CH2:3][CH:4]([C:6]1[S:7][CH:8]=[CH:9][C:10]=1[N+:11]([O-:13])=[O:12])[CH3:5].